From a dataset of Experimentally validated miRNA-target interactions with 360,000+ pairs, plus equal number of negative samples. Binary Classification. Given a miRNA mature sequence and a target amino acid sequence, predict their likelihood of interaction. (1) The miRNA is hsa-miR-3198 with sequence GUGGAGUCCUGGGGAAUGGAGA. The protein sequence of the target gene is MWLVTFLLLLDSLHKARPEDVGTSLYFVNDSLQQVTFSSSVGVVVPCPAAGSPSAALRWYLATGDDIYDVPHIRHVHANGTLQLYPFSPSAFNSFIHDNDYFCTAENAAGKIRSPNIRVKAVFREPYTVRVEDQRSMRGNVAVFKCLIPSSVQEYVSVVSWEKDTVSIIPEHRFFITYHGGLYISDVQKEDALSTYRCITKHKYSGETRQSNGARLSVTDPAESIPTILDGFHSQEVWAGHTVELPCTASGYPIPAIRWLKDGRPLPADSRWTKRITGLTISDLRTEDSGTYICEVTNTF.... Result: 0 (no interaction). (2) The miRNA is mmu-miR-20a-5p with sequence UAAAGUGCUUAUAGUGCAGGUAG. The protein sequence of the target gene is MTKSNGEEPKMGGRMERFQQGVRKRTLLAKKKVQNITKEDVKSYLFRNAFVLLTVTAVIVGTILGFTLRPYRMSYREVKYFSFPGELLMRMLQMLVLPLIISSLVTGMAALDSKASGKMGMRAVVYYMTTTIIAVVIGIIIVIIIHPGKGTKENMHREGKIVRVTAADAFLDLIRNMFPPNLVEACFKQFKTNYEKRSFKVPIQANETLVGAVINNVSEAMETLTRITEELVPVPGSVNGVNALGLVVFSMCFGFVIGNMKEQGQALREFFDSLNEAIMRLVAVIMWYAPVGILFLIAGK.... Result: 0 (no interaction). (3) The miRNA is hsa-let-7a-5p with sequence UGAGGUAGUAGGUUGUAUAGUU. The protein sequence of the target gene is MADAGIRRVVPSDLYPLVLGFLRDNQLSEVANKFAKATGATQQDANASSLLDIYSFWLKSAKVPERKLQANGPVAKKAKKKASSSDSEDSSEEEEEVQGPPAKKAAVPAKRVGLPPGKAAAKASESSSSEESSDDDDEEDQKKQPVQKGVKPQAKAAKAPPKKAKSSDSDSDSSSEDEPPKNQKPKITPVTVKAQTKAPPKPARAAPKIANGKAASSSSSSSSSSSSDDSEEEKAAATPKKTVPKKQVVAKAPVKAATTPTRKSSSSEDSSSDEEEEQKKPMKNKPGPYSSVPPPSAPPP.... Result: 1 (interaction). (4) The miRNA is hsa-miR-4649-3p with sequence UCUGAGGCCUGCCUCUCCCCA. The protein sequence of the target gene is MAKRSRGPGRRCLLALVLFCAWGTLAVVAQKPGAGCPSRCLCFRTTVRCMHLLLEAVPAVAPQTSILDLRFNRIREIQPGAFRRLRNLNTLLLNNNQIKRIPSGAFEDLENLKYLYLYKNEIQSIDRQAFKGLASLEQLYLHFNQIETLDPDSFQHLPKLERLFLHNNRITHLVPGTFNHLESMKRLRLDSNTLHCDCEILWLADLLKTYAESGNAQAAAICEYPRRIQGRSVATITPEELNCERPRITSEPQDADVTSGNTVYFTCRAEGNPKPEIIWLRNNNELSMKTDSRLNLLDDG.... Result: 0 (no interaction). (5) The miRNA is hsa-miR-603 with sequence CACACACUGCAAUUACUUUUGC. The protein sequence of the target gene is MAASRWARKAVVLLCASDLLLLLLLLPPPGSCAAEGSPGTPDESTPPPRKKKKDIRDYNDADMARLLEQWEKDDDIEEGDLPEHKRPSAPVDFSKIDPSKPESILKMTKKGKTLMMFVTVSGSPTEKETEEITSLWQGSLFNANYDVQRFIVGSDRAIFMLRDGSYAWEIKDFLVGQDRCADVTLEGQVYPGKGGGSKEKNKTKQDKGKKKKEGDLKSRSSKEENRAGNKREDL. Result: 1 (interaction). (6) The miRNA is mmu-miR-337-5p with sequence CGGCGUCAUGCAGGAGUUGAUU. The protein sequence of the target gene is MAPGPARISLGSQLLPMVPLLLLLRGAGCGHRGPSWSSLPSAAAGLQGDRDSQQSPGDAAAALGPGAQDMVAIHMLRLYEKYNRRGAPPGGGNTVRSFRARLEMIDQKPVYFFNLTSMQDSEMILTAAFHFYSEPPRWPRAREVFCKPRAKNASCRLLTPGLPARLHLIFRSLSQNTATQGLLRGAMALTPPPRGLWQAKDISSIIKAARRDGELLLSAQLDTGEKDPGVPRPSSHMPYILVYANDLAISEPNSVAVSLQRYDPFPAGDFEPGAAPNSSADPRVRRAAQVSKPLQDNELP.... Result: 0 (no interaction). (7) Result: 0 (no interaction). The miRNA is hsa-miR-3177-3p with sequence UGCACGGCACUGGGGACACGU. The protein sequence of the target gene is MEWSSESAAVRRHRGTAERREGEAAASHRQREASAQEDAKGVGRMWGKTENGGGSRVAKTALSEARTALALALYLLALRALVQLSLQRLVLSRTSGLQGEFDARQARDYLEHITAIGPRTTGSTENEILTVQYLLEQIKLIEAQSNSLHSISVDIQRPTGSFSIDFLGGFTSYYDNITNVVVKLEPRDGAESAILANCHFDSVANSPGASDDAVSCAVMLEVLRVMSASPEPMQHAVVFLFNGAEENVLQASHGFITQHPWASLIRAFINLEAAGVGGKELVFQTGPENPWLVQAYVSAA.... (8) Result: 0 (no interaction). The miRNA is mmu-miR-465b-3p with sequence GAUCAGGGCCUUUCUAAGUAGA. The protein sequence of the target gene is MAENGESSGPPRPSRGPAAAPGAASPPAEPKIIKVTVKTPKEKEEFAVPENSTVQQFKEAISKRFKSQTDQLVLIFAGKILKDQDTLMQHGIHDGLTVHLVIKSQNRPQGQATTQPSTTAGTSTTTTTTTTAAAPAATTSSAPRSSSTPTTTNSSSFGLGSLSSLSNLGLNSPNFTELQNQMQQQLLASPEMMIQIMENPFVQSMLSNPDLMRQLIMANPQMQQLIQRNPEISHLLNNPDIMRQTLEIARNPAMMQEMMRNQDLALSNLESIPGGYNALRRMYTDIQEPMLNAAQEQFGG.... (9) The miRNA is rno-miR-34a-3p with sequence AAUCAGCAAGUAUACUGCCCUA. The protein sequence of the target gene is MKKLKLKELESRLQEVDGFEKPKLLLEQYPTRPHIAACMLYTIHNTYDDIENKAVADLGCGCGVLSIGAAMLGAGLCVGFDIDEDALEIFNKNVEEFELTNVDMIQCDVYSLSNRMSKLFDTVIMNPPFGTKNNKGTDMAFLKTALGMARTAVYSLHKSSTREHIQKKAAEWKVKIEIIAELRYDLPALYNFHKKKSVDIEVDLIRFSF. Result: 0 (no interaction). (10) The miRNA is hsa-miR-450a-5p with sequence UUUUGCGAUGUGUUCCUAAUAU. The protein sequence of the target gene is MAEEQEFTQLCKLPAQPSHPHCVNNTYRSAQHSQALLRGLLALRDSGILFDVVLVVEGRHIEAHRILLAASCDYFRGMFAGGLKEMEQEEVLIHGVSYNAMCQILHFIYTSELELSLSNVQETLVAACQLQIPEIIHFCCDFLMSWVDEENILDVYRLAELFDLSRLTEQLDTYILKNFVAFSRTDKYRQLPLEKVYSLLSSNRLEVSCETEVYEGALLYHYSLEQVQADQISLHEPPKLLETVRFPLMEAEVLQRLHDKLDPSPLRDTVASALMYHRNESLQPSLQSPQTELRSDFQCV.... Result: 0 (no interaction).